From a dataset of Catalyst prediction with 721,799 reactions and 888 catalyst types from USPTO. Predict which catalyst facilitates the given reaction. Reactant: [N:1]([O-])=O.[Na+].[NH2:5][C:6]1[C:7]([C:22]#[N:23])=[N:8][C:9]([S:12][CH2:13][C:14]2[CH:19]=[C:18]([F:20])[CH:17]=[C:16]([F:21])[CH:15]=2)=[CH:10][CH:11]=1.O.O.Cl[Sn]Cl. Product: [F:21][C:16]1[CH:15]=[C:14]([CH:19]=[C:18]([F:20])[CH:17]=1)[CH2:13][S:12][C:9]1[N:8]=[C:7]2[C:22]([NH2:1])=[N:23][NH:5][C:6]2=[CH:11][CH:10]=1. The catalyst class is: 223.